From a dataset of Full USPTO retrosynthesis dataset with 1.9M reactions from patents (1976-2016). Predict the reactants needed to synthesize the given product. (1) Given the product [NH:9]1[C:10]2[C:15](=[CH:14][CH:13]=[CH:12][CH:11]=2)[CH:16]=[C:8]1[C:6]1[N:7]=[C:2]([O:50][CH3:52])[N:3]=[C:4]([C:24]2[C:25]([N:44]([CH3:49])[S:45]([CH3:48])(=[O:46])=[O:47])=[CH:26][C:27]3[O:31][C:30]([C:32]4[CH:33]=[CH:34][C:35]([F:38])=[CH:36][CH:37]=4)=[C:29]([C:39]([NH:40][CH3:41])=[O:42])[C:28]=3[CH:43]=2)[CH:5]=1, predict the reactants needed to synthesize it. The reactants are: Cl[C:2]1[N:7]=[C:6]([C:8]2[N:9](C(OC(C)(C)C)=O)[C:10]3[C:15]([CH:16]=2)=[CH:14][CH:13]=[CH:12][CH:11]=3)[CH:5]=[C:4]([C:24]2[C:25]([N:44]([CH3:49])[S:45]([CH3:48])(=[O:47])=[O:46])=[CH:26][C:27]3[O:31][C:30]([C:32]4[CH:37]=[CH:36][C:35]([F:38])=[CH:34][CH:33]=4)=[C:29]([C:39](=[O:42])[NH:40][CH3:41])[C:28]=3[CH:43]=2)[N:3]=1.[O:50]([CH3:52])[Na].O. (2) Given the product [CH:24]1([N:7]2[CH:8]=[C:3]([O:2][CH3:1])[C:4](=[O:20])[C:5]([C:9]3[N:13]([C:14]4[CH:19]=[CH:18][CH:17]=[CH:16][CH:15]=4)[N:12]=[CH:11][CH:10]=3)=[N:6]2)[CH2:27][CH2:26][CH2:25]1, predict the reactants needed to synthesize it. The reactants are: [CH3:1][O:2][C:3]1[C:4]([OH:20])=[C:5]([C:9]2[N:13]([C:14]3[CH:19]=[CH:18][CH:17]=[CH:16][CH:15]=3)[N:12]=[CH:11][CH:10]=2)[N:6]=[N:7][CH:8]=1.[H-].[Na+].Br[CH:24]1[CH2:27][CH2:26][CH2:25]1.CO.